Task: Predict the reactants needed to synthesize the given product.. Dataset: Retrosynthesis with 50K atom-mapped reactions and 10 reaction types from USPTO (1) Given the product C1CCC(NC2CCCCC2)CC1, predict the reactants needed to synthesize it. The reactants are: CCOC(=O)[C@H](O)[C@@H](N)c1ccccc1. (2) Given the product COc1c(Cl)c(=O)c1=O, predict the reactants needed to synthesize it. The reactants are: CO.O=c1c(Cl)c(Cl)c1=O.